The task is: Predict the product of the given reaction.. This data is from Forward reaction prediction with 1.9M reactions from USPTO patents (1976-2016). (1) The product is: [Br:1][C:2]1[C:7]([F:8])=[CH:6][C:5]([N+:9]([O-:11])=[O:10])=[CH:4][C:3]=1[NH2:12]. Given the reactants [Br:1][C:2]1[C:7]([F:8])=[CH:6][C:5]([N+:9]([O-:11])=[O:10])=[CH:4][C:3]=1[N+:12]([O-])=O, predict the reaction product. (2) Given the reactants [CH:1]([CH:5]([CH2:11][CH:12]=[CH2:13])[C:6](OCC)=[O:7])([CH2:3][CH3:4])[CH3:2].[H-].[Al+3].[Li+].[H-].[H-].[H-].[F-].[Na+], predict the reaction product. The product is: [CH:1]([CH:5]([CH2:11][CH:12]=[CH2:13])[CH2:6][OH:7])([CH2:3][CH3:4])[CH3:2]. (3) The product is: [C:4]([Si:8]([CH3:24])([CH3:23])[O:9][CH2:10][C:11]1[CH:16]=[CH:15][C:14]([C:17](=[N:2][OH:3])[C:18]([F:21])([F:20])[F:19])=[CH:13][CH:12]=1)([CH3:7])([CH3:6])[CH3:5]. Given the reactants Cl.[NH2:2][OH:3].[C:4]([Si:8]([CH3:24])([CH3:23])[O:9][CH2:10][C:11]1[CH:16]=[CH:15][C:14]([C:17](=O)[C:18]([F:21])([F:20])[F:19])=[CH:13][CH:12]=1)([CH3:7])([CH3:6])[CH3:5], predict the reaction product. (4) Given the reactants [Cl:1][C:2]1[N:7]=[C:6](Cl)[CH:5]=[CH:4][N:3]=1.[NH:9]1[CH2:13][CH2:12][CH2:11][C:10]1=[O:14].C(=O)([O-])[O-].[Cs+].[Cs+].C1(P(C2C=CC=CC=2)C2C=CC3C(=CC=CC=3)C=2C2C3C(=CC=CC=3)C=CC=2P(C2C=CC=CC=2)C2C=CC=CC=2)C=CC=CC=1, predict the reaction product. The product is: [Cl:1][C:2]1[N:7]=[C:6]([N:9]2[CH2:13][CH2:12][CH2:11][C:10]2=[O:14])[CH:5]=[CH:4][N:3]=1. (5) Given the reactants [CH3:1][S:2][C:3]1[N:8]=[C:7]([CH2:9][C:10]([C:12]2[CH:17]=[CH:16][CH:15]=[C:14]([N+:18]([O-:20])=[O:19])[CH:13]=2)=[O:11])[CH:6]=[CH:5][N:4]=1.[Br:21]Br, predict the reaction product. The product is: [Br:21][CH:9]([C:7]1[CH:6]=[CH:5][N:4]=[C:3]([S:2][CH3:1])[N:8]=1)[C:10]([C:12]1[CH:17]=[CH:16][CH:15]=[C:14]([N+:18]([O-:20])=[O:19])[CH:13]=1)=[O:11].